From a dataset of Forward reaction prediction with 1.9M reactions from USPTO patents (1976-2016). Predict the product of the given reaction. (1) Given the reactants C(OC([N:8]1[CH2:13][CH2:12][CH:11]([CH:14]([O:23][C:24]2[CH:29]=[CH:28][CH:27]=[C:26]([Cl:30])[N:25]=2)[C:15]2[CH:20]=[CH:19][C:18]([C:21]#[N:22])=[CH:17][CH:16]=2)[CH2:10][CH2:9]1)=O)(C)(C)C.O=[C:32]([CH3:46])[CH2:33][CH2:34][N:35]1C(=O)C2C(=CC=CC=2)C1=O, predict the reaction product. The product is: [NH2:35][CH2:34][CH2:33][CH:32]([N:8]1[CH2:13][CH2:12][CH:11]([CH:14]([O:23][C:24]2[CH:29]=[CH:28][CH:27]=[C:26]([Cl:30])[N:25]=2)[C:15]2[CH:16]=[CH:17][C:18]([C:21]#[N:22])=[CH:19][CH:20]=2)[CH2:10][CH2:9]1)[CH3:46]. (2) Given the reactants [CH2:1]([O:8][C:9]([NH:11][C@H:12]1[CH2:17][CH2:16][C@@H:15]([NH:18][C:19](=[O:25])[O:20][C:21]([CH3:24])([CH3:23])[CH3:22])[CH2:14][C@H:13]1[C:26](=[S:28])[NH2:27])=[O:10])[C:2]1[CH:7]=[CH:6][CH:5]=[CH:4][CH:3]=1.Cl[CH2:30][C:31](=O)[CH3:32], predict the reaction product. The product is: [CH2:1]([O:8][C:9]([NH:11][C@H:12]1[CH2:17][CH2:16][C@@H:15]([NH:18][C:19](=[O:25])[O:20][C:21]([CH3:24])([CH3:23])[CH3:22])[CH2:14][C@H:13]1[C:26]1[S:28][CH:30]=[C:31]([CH3:32])[N:27]=1)=[O:10])[C:2]1[CH:3]=[CH:4][CH:5]=[CH:6][CH:7]=1.